This data is from Full USPTO retrosynthesis dataset with 1.9M reactions from patents (1976-2016). The task is: Predict the reactants needed to synthesize the given product. (1) The reactants are: [CH2:1]([O:8][C:9]1[CH:14]=[CH:13][CH:12]=[C:11](Br)[CH:10]=1)[C:2]1[CH:7]=[CH:6][CH:5]=[CH:4][CH:3]=1.[CH3:16][O:17][C:18]1[CH:19]=[C:20]([CH:23]=[C:24]([O:26][CH3:27])[CH:25]=1)[CH:21]=[O:22].C([Li])CCC.O1C2C=CC(C(C3C=C(OC)C=C(OC)C=3)O)=CC=2OCC1. Given the product [CH2:1]([O:8][C:9]1[CH:10]=[C:11]([CH:21]([C:20]2[CH:23]=[C:24]([O:26][CH3:27])[CH:25]=[C:18]([O:17][CH3:16])[CH:19]=2)[OH:22])[CH:12]=[CH:13][CH:14]=1)[C:2]1[CH:7]=[CH:6][CH:5]=[CH:4][CH:3]=1, predict the reactants needed to synthesize it. (2) Given the product [CH2:1]([N:8]([CH3:33])[CH:9]1[CH2:15][N:14]([CH2:16][CH3:34])[CH2:13][CH2:12][N:11]2[C:23](=[O:32])[C:24]([OH:31])=[C:25]([C:27]([O:29][CH3:30])=[O:28])[N:26]=[C:10]12)[C:2]1[CH:3]=[CH:4][CH:5]=[CH:6][CH:7]=1, predict the reactants needed to synthesize it. The reactants are: [CH2:1]([N:8]([CH3:33])[CH:9]1[CH2:15][N:14]([C:16](OC(C)(C)C)=O)[CH2:13][CH2:12][N:11]2[C:23](=[O:32])[C:24]([OH:31])=[C:25]([C:27]([O:29][CH3:30])=[O:28])[N:26]=[C:10]12)[C:2]1[CH:7]=[CH:6][CH:5]=[CH:4][CH:3]=1.[CH:34](=O)C.C(N(CC)CC)C.[BH3-]C#N.[Na+]. (3) Given the product [Cl:1][C:2]1[CH:3]=[C:4]2[C:8](=[CH:9][CH:10]=1)[N:7]([C:11]1[CH:16]=[CH:15][CH:14]=[C:13]([C:17]([F:19])([F:18])[F:20])[CH:12]=1)[C:6]([C:21]([CH:22]([C:23]([CH3:24])([CH3:26])[CH3:25])[CH2:39][C:40]1[CH:41]=[CH:42][C:43]([C:44]([NH:75][CH2:74][CH2:73][C:72]([OH:76])=[O:71])=[O:46])=[CH:48][CH:49]=1)=[O:27])=[CH:5]2, predict the reactants needed to synthesize it. The reactants are: [Cl:1][C:2]1[CH:3]=[C:4]2[C:8](=[CH:9][CH:10]=1)[N:7]([C:11]1[CH:16]=[CH:15][CH:14]=[C:13]([C:17]([F:20])([F:19])[F:18])[CH:12]=1)[C:6]([C:21](=[O:27])[CH2:22][C:23]([CH3:26])([CH3:25])[CH3:24])=[CH:5]2.C[Si]([N-][Si](C)(C)C)(C)C.[K+].Br[CH2:39][C:40]1[CH:49]=[CH:48][C:43]([C:44]([O:46]C)=O)=[CH:42][CH:41]=1.[Li+].[OH-].C(Cl)CCl.C1C=CC2N(O)N=NC=2C=1.Cl.C([O:71][C:72](=[O:76])[CH2:73][CH2:74][NH2:75])(C)(C)C.CCN(C(C)C)C(C)C.